Predict the reactants needed to synthesize the given product. From a dataset of Full USPTO retrosynthesis dataset with 1.9M reactions from patents (1976-2016). The reactants are: [CH3:1][C:2]1([CH3:16])[C:6]([CH3:8])([CH3:7])[O:5][B:4]([C:9]2[CH:14]=[CH:13][CH:12]=[CH:11][C:10]=2[OH:15])[O:3]1.Br[CH2:18][CH2:19][CH2:20][CH2:21][NH:22][C:23](=[O:29])[O:24][C:25]([CH3:28])([CH3:27])[CH3:26].N1C=CC(COC2C=CC=CC=2B2OC(C)(C)C(C)(C)O2)=CC=1. Given the product [C:25]([O:24][C:23]([NH:22][CH2:21][CH2:20][CH2:19][CH2:18][O:15][C:10]1[CH:11]=[CH:12][CH:13]=[CH:14][C:9]=1[B:4]1[O:3][C:2]([CH3:16])([CH3:1])[C:6]([CH3:7])([CH3:8])[O:5]1)=[O:29])([CH3:28])([CH3:27])[CH3:26], predict the reactants needed to synthesize it.